This data is from NCI-60 drug combinations with 297,098 pairs across 59 cell lines. The task is: Regression. Given two drug SMILES strings and cell line genomic features, predict the synergy score measuring deviation from expected non-interaction effect. (1) Drug 1: CS(=O)(=O)C1=CC(=C(C=C1)C(=O)NC2=CC(=C(C=C2)Cl)C3=CC=CC=N3)Cl. Drug 2: CNC(=O)C1=CC=CC=C1SC2=CC3=C(C=C2)C(=NN3)C=CC4=CC=CC=N4. Cell line: SN12C. Synergy scores: CSS=7.26, Synergy_ZIP=-0.896, Synergy_Bliss=0.309, Synergy_Loewe=-1.09, Synergy_HSA=0.119. (2) Drug 1: CN(C)N=NC1=C(NC=N1)C(=O)N. Drug 2: C(CN)CNCCSP(=O)(O)O. Cell line: OVCAR3. Synergy scores: CSS=24.1, Synergy_ZIP=4.40, Synergy_Bliss=12.6, Synergy_Loewe=0.638, Synergy_HSA=6.09. (3) Drug 1: CCC1=C2CN3C(=CC4=C(C3=O)COC(=O)C4(CC)O)C2=NC5=C1C=C(C=C5)O. Drug 2: C1CN(P(=O)(OC1)NCCCl)CCCl. Cell line: NCI-H226. Synergy scores: CSS=15.3, Synergy_ZIP=-0.562, Synergy_Bliss=4.49, Synergy_Loewe=-6.74, Synergy_HSA=3.36. (4) Drug 1: CC12CCC3C(C1CCC2O)C(CC4=C3C=CC(=C4)O)CCCCCCCCCS(=O)CCCC(C(F)(F)F)(F)F. Drug 2: C1CCC(C(C1)N)N.C(=O)(C(=O)[O-])[O-].[Pt+4]. Cell line: COLO 205. Synergy scores: CSS=35.6, Synergy_ZIP=-1.58, Synergy_Bliss=-0.302, Synergy_Loewe=-0.0397, Synergy_HSA=3.38. (5) Drug 1: C1CC(=O)NC(=O)C1N2CC3=C(C2=O)C=CC=C3N. Drug 2: CC(C)CN1C=NC2=C1C3=CC=CC=C3N=C2N. Cell line: TK-10. Synergy scores: CSS=-2.07, Synergy_ZIP=0.499, Synergy_Bliss=0.472, Synergy_Loewe=-0.938, Synergy_HSA=-1.02. (6) Drug 1: COC1=NC(=NC2=C1N=CN2C3C(C(C(O3)CO)O)O)N. Drug 2: CC1=C(C(=O)C2=C(C1=O)N3CC4C(C3(C2COC(=O)N)OC)N4)N. Cell line: SW-620. Synergy scores: CSS=39.8, Synergy_ZIP=8.91, Synergy_Bliss=3.41, Synergy_Loewe=-27.6, Synergy_HSA=3.36. (7) Drug 1: CC1=C(N=C(N=C1N)C(CC(=O)N)NCC(C(=O)N)N)C(=O)NC(C(C2=CN=CN2)OC3C(C(C(C(O3)CO)O)O)OC4C(C(C(C(O4)CO)O)OC(=O)N)O)C(=O)NC(C)C(C(C)C(=O)NC(C(C)O)C(=O)NCCC5=NC(=CS5)C6=NC(=CS6)C(=O)NCCC[S+](C)C)O. Drug 2: C1C(C(OC1N2C=NC3=C2NC=NCC3O)CO)O. Cell line: MDA-MB-231. Synergy scores: CSS=32.3, Synergy_ZIP=-1.45, Synergy_Bliss=-1.31, Synergy_Loewe=-4.87, Synergy_HSA=0.653.